This data is from HIV replication inhibition screening data with 41,000+ compounds from the AIDS Antiviral Screen. The task is: Binary Classification. Given a drug SMILES string, predict its activity (active/inactive) in a high-throughput screening assay against a specified biological target. (1) The drug is COc1ccc2c(c1)-c1nn(CCCN(C)C)c3ccc([N+](=O)[O-])c(c13)N2. The result is 0 (inactive). (2) The drug is CC1CN1C(=O)NCCCCCCNC(=O)N1CC1C. The result is 0 (inactive). (3) The compound is CC(=NNC(=N)N)c1sc(-c2nc(C)c(C(C)=NNC(=N)N)s2)nc1C. The result is 0 (inactive). (4) The molecule is O=S(=O)(NCCSSCCNS(=O)(=O)c1ccccc1)c1ccccc1. The result is 0 (inactive).